From a dataset of Catalyst prediction with 721,799 reactions and 888 catalyst types from USPTO. Predict which catalyst facilitates the given reaction. (1) Reactant: [F:1][C:2]1([N:14]2[C:22](=[O:23])[C:21]3[C:16](=[CH:17][CH:18]=[CH:19][C:20]=3[N+:24]([O-])=O)[C:15]2=[O:27])[CH2:7][CH:6]([O:8][C:9](=[O:11])[CH3:10])[C:5](=[O:12])[NH:4][C:3]1=[O:13]. Product: [NH2:24][C:20]1[CH:19]=[CH:18][CH:17]=[C:16]2[C:21]=1[C:22](=[O:23])[N:14]([C:2]1([F:1])[CH2:7][CH:6]([O:8][C:9](=[O:11])[CH3:10])[C:5](=[O:12])[NH:4][C:3]1=[O:13])[C:15]2=[O:27]. The catalyst class is: 19. (2) Reactant: [NH2:1][C:2]1[N:7]=[C:6](OS(C(F)(F)F)(=O)=O)[C:5]([CH3:16])=[C:4]([C:17]2[O:18][CH:19]=[CH:20][CH:21]=2)[N:3]=1.[C:22]1([NH:28][CH2:29][CH2:30][NH2:31])[CH:27]=[CH:26][CH:25]=[CH:24][CH:23]=1. Product: [O:18]1[CH:19]=[CH:20][CH:21]=[C:17]1[C:4]1[N:3]=[C:2]([NH2:1])[N:7]=[C:6]([NH:31][CH2:30][CH2:29][NH:28][C:22]2[CH:27]=[CH:26][CH:25]=[CH:24][CH:23]=2)[C:5]=1[CH3:16]. The catalyst class is: 57. (3) Reactant: [C:1]([C:4]1[CH:8]([CH:9]2[CH2:14][CH2:13][CH2:12][CH2:11][CH2:10]2)[N:7]([C:15]2[CH:20]=[CH:19][C:18]([Cl:21])=[CH:17][C:16]=2F)[C:6](=[O:23])[C:5]=1[OH:24])(=[O:3])[CH3:2].[C:25]([O:35][CH3:36])(=[O:34])[C@H:26]([C:28]1[CH:33]=[CH:32][CH:31]=[CH:30][CH:29]=1)O.C1(P(C2C=CC=CC=2)C2C=CC=CC=2)C=CC=CC=1.CC(OC(/N=N/C(OC(C)C)=O)=O)C. Product: [C:1]([C:4]1[CH:8]([CH:9]2[CH2:14][CH2:13][CH2:12][CH2:11][CH2:10]2)[N:7]([C:15]2[CH:20]=[CH:19][C:18]([Cl:21])=[CH:17][CH:16]=2)[C:6](=[O:23])[C:5]=1[O:24][C@H:26]([C:28]1[CH:33]=[CH:32][CH:31]=[CH:30][CH:29]=1)[C:25]([O:35][CH3:36])=[O:34])(=[O:3])[CH3:2]. The catalyst class is: 1.